Task: Predict the product of the given reaction.. Dataset: Forward reaction prediction with 1.9M reactions from USPTO patents (1976-2016) (1) Given the reactants [O:1]1[CH:5]=[CH:4][CH:3]=[C:2]1[C:6]1[O:7][C:8]([CH3:39])=[C:9]([CH2:11][O:12][C:13]2[CH:36]=[CH:35][C:16]([CH2:17][O:18][C:19]3[C:23](/[CH:24]=[CH:25]/[C:26]([OH:28])=O)=[CH:22][N:21]([C:29]4[CH:34]=[CH:33][CH:32]=[CH:31][CH:30]=4)[N:20]=3)=[CH:15][C:14]=2[O:37][CH3:38])[N:10]=1.Cl.C([N:43]=C=NCCCN(C)C)C.CN(C)C=O, predict the reaction product. The product is: [O:1]1[CH:5]=[CH:4][CH:3]=[C:2]1[C:6]1[O:7][C:8]([CH3:39])=[C:9]([CH2:11][O:12][C:13]2[CH:36]=[CH:35][C:16]([CH2:17][O:18][C:19]3[C:23](/[CH:24]=[CH:25]/[C:26]([NH2:43])=[O:28])=[CH:22][N:21]([C:29]4[CH:30]=[CH:31][CH:32]=[CH:33][CH:34]=4)[N:20]=3)=[CH:15][C:14]=2[O:37][CH3:38])[N:10]=1. (2) Given the reactants [CH3:1][O:2][C:3]1[CH:8]=[C:7]([Cl:9])[C:6]([O:10][CH3:11])=[CH:5][C:4]=1[C:12](=[O:22])[CH2:13][CH2:14][CH2:15][CH:16]1[CH2:21][CH2:20][CH2:19][CH2:18][CH2:17]1.[Br:23]Br.O, predict the reaction product. The product is: [Br:23][CH:13]([CH2:14][CH2:15][CH:16]1[CH2:21][CH2:20][CH2:19][CH2:18][CH2:17]1)[C:12]([C:4]1[CH:5]=[C:6]([O:10][CH3:11])[C:7]([Cl:9])=[CH:8][C:3]=1[O:2][CH3:1])=[O:22].